This data is from Forward reaction prediction with 1.9M reactions from USPTO patents (1976-2016). The task is: Predict the product of the given reaction. (1) Given the reactants [Cl:1][C:2]1[CH:3]=[CH:4][CH:5]=[C:6]2[C:10]=1[C:9](=[O:11])[N:8]([C:12]1[CH:13]=[C:14]([CH:32]=[CH:33][CH:34]=1)[C:15]([NH:17][CH2:18][CH2:19]C1CCN(C3C=CN=CC=3)CC1)=[O:16])[CH2:7]2.[N:35]1[CH:40]=[CH:39][CH:38]=[CH:37][C:36]=1[N:41]1CCN[CH2:43][CH2:42]1.ClC1C=CC=C2C=1C(=O)N(C1C=C(C=CC=1)C(O)=O)C2, predict the reaction product. The product is: [Cl:1][C:2]1[CH:3]=[CH:4][CH:5]=[C:6]2[C:10]=1[C:9](=[O:11])[N:8]([C:12]1[CH:34]=[CH:33][CH:32]=[C:14]([C:15]([N:17]3[CH2:18][CH2:19][N:41]([C:36]4[CH:37]=[CH:38][CH:39]=[CH:40][N:35]=4)[CH2:42][CH2:43]3)=[O:16])[CH:13]=1)[CH2:7]2. (2) Given the reactants [Cl:1][C:2]1[CH:7]=[CH:6][C:5]([C:8]2[N:9]([CH2:14][CH:15]([OH:20])[C:16]([F:19])([F:18])[F:17])[C:10](=[O:13])[NH:11][N:12]=2)=[CH:4][CH:3]=1.Cl[CH2:22][C:23]([O:25][CH3:26])=[O:24].C(=O)([O-])[O-].[K+].[K+].[I-].[K+], predict the reaction product. The product is: [Cl:1][C:2]1[CH:7]=[CH:6][C:5]([C:8]2[N:9]([CH2:14][CH:15]([OH:20])[C:16]([F:18])([F:19])[F:17])[C:10](=[O:13])[N:11]([CH2:22][C:23]([O:25][CH3:26])=[O:24])[N:12]=2)=[CH:4][CH:3]=1. (3) Given the reactants [NH:1]1[C:9]2[C:4](=[CH:5][C:6]([C:10]3[N:15]=[C:14]([C:16]([OH:18])=O)[CH:13]=[CH:12][CH:11]=3)=[CH:7][CH:8]=2)[CH:3]=[CH:2]1.CN(C(ON1N=N[C:29]2[CH:30]=[CH:31][CH:32]=[N:33][C:28]1=2)=[N+](C)C)C.F[P-](F)(F)(F)(F)F.[CH3:43][CH2:44]N(C(C)C)C(C)C, predict the reaction product. The product is: [CH:29]1([CH2:28][NH:33][C:16](=[O:18])[C:14]2[CH:13]=[CH:12][CH:11]=[C:10]([C:6]3[CH:5]=[C:4]4[C:9](=[CH:8][CH:7]=3)[NH:1][CH:2]=[CH:3]4)[N:15]=2)[CH2:30][CH2:31][CH2:32][CH2:44][CH2:43]1. (4) The product is: [F:20][C:2]([CH3:13])([CH3:12])[CH2:3][NH:4][C:5](=[O:11])[O:6][C:7]([CH3:10])([CH3:9])[CH3:8]. Given the reactants O[C:2]([CH3:13])([CH3:12])[CH2:3][NH:4][C:5](=[O:11])[O:6][C:7]([CH3:10])([CH3:9])[CH3:8].C(N(S(F)(F)[F:20])CC)C.C(=O)(O)[O-].[Na+], predict the reaction product. (5) Given the reactants C([O:3][C:4](=[O:26])[CH2:5][O:6][CH2:7]/[CH:8]=[CH:9]\[CH2:10][N:11]1[C:15](=[O:16])[CH2:14][CH2:13][C@@H:12]1/[CH:17]=[CH:18]/[CH:19]([OH:25])[CH2:20][CH2:21][CH2:22][CH2:23][CH3:24])C.[OH-].[Li+].Cl, predict the reaction product. The product is: [OH:25][CH:19]([CH2:20][CH2:21][CH2:22][CH2:23][CH3:24])/[CH:18]=[CH:17]/[C@H:12]1[CH2:13][CH2:14][C:15](=[O:16])[N:11]1[CH2:10]/[CH:9]=[CH:8]\[CH2:7][O:6][CH2:5][C:4]([OH:26])=[O:3]. (6) Given the reactants Cl[C:2]1[N:3]=[CH:4][C:5]([C:8]([O:10][C:11]([CH3:14])([CH3:13])[CH3:12])=[O:9])=[N:6][CH:7]=1.[CH2:15]([OH:18])[C:16]#[CH:17], predict the reaction product. The product is: [CH2:15]([O:18][C:2]1[N:3]=[CH:4][C:5]([C:8]([O:10][C:11]([CH3:14])([CH3:13])[CH3:12])=[O:9])=[N:6][CH:7]=1)[C:16]#[CH:17]. (7) The product is: [NH:13]1[C:21]2[C:16](=[CH:17][CH:18]=[CH:19][CH:20]=2)[CH:15]=[C:14]1[C:22]1[CH:23]=[CH:24][C:25]([O:29][CH3:30])=[C:26]([NH:28][CH2:5][C:4]2[CH:7]=[CH:8][C:9]([N+:10]([O-:12])=[O:11])=[C:2]([OH:1])[CH:3]=2)[CH:27]=1. Given the reactants [OH:1][C:2]1[CH:3]=[C:4]([CH:7]=[CH:8][C:9]=1[N+:10]([O-:12])=[O:11])[CH:5]=O.[NH:13]1[C:21]2[C:16](=[CH:17][CH:18]=[CH:19][CH:20]=2)[CH:15]=[C:14]1[C:22]1[CH:23]=[CH:24][C:25]([O:29][CH3:30])=[C:26]([NH2:28])[CH:27]=1.C(O[BH-](OC(=O)C)OC(=O)C)(=O)C.[Na+].C(=O)(O)[O-].[Na+], predict the reaction product. (8) Given the reactants [CH:1]1([C:5]([C:8]2[CH:13]=[CH:12][CH:11]=[C:10]([CH:14]([CH3:16])[CH3:15])[C:9]=2[OH:17])(O)[CH3:6])[CH2:4][CH2:3][CH2:2]1.C([SiH](CC)CC)C.FC(F)(F)C(O)=O.C(=O)(O)[O-].[Na+].[F-].C([N+](CCCC)(CCCC)CCCC)CCC, predict the reaction product. The product is: [CH:1]1([CH:5]([C:8]2[CH:13]=[CH:12][CH:11]=[C:10]([CH:14]([CH3:16])[CH3:15])[C:9]=2[OH:17])[CH3:6])[CH2:4][CH2:3][CH2:2]1. (9) Given the reactants Br[C:2]1[CH:3]=[N:4][C:5]2[N:6]([CH:8]=[C:9]([CH2:11][O:12][C:13]3[CH:18]=[CH:17][N:16]=[C:15]([F:19])[CH:14]=3)[N:10]=2)[CH:7]=1.[F:20][C:21]1[CH:26]=[CH:25][C:24](B(O)O)=[C:23]([OH:30])[CH:22]=1, predict the reaction product. The product is: [F:20][C:21]1[CH:26]=[CH:25][C:24]([C:2]2[CH:3]=[N:4][C:5]3[N:6]([CH:8]=[C:9]([CH2:11][O:12][C:13]4[CH:18]=[CH:17][N:16]=[C:15]([F:19])[CH:14]=4)[N:10]=3)[CH:7]=2)=[C:23]([OH:30])[CH:22]=1. (10) Given the reactants [CH:1]1([C:6]2[O:7][C:8]3[C:9](=[C:11]([C:23]#[N:24])[C:12]([CH3:22])=[C:13]([C:16]4[CH:21]=[CH:20][CH:19]=[CH:18][CH:17]=4)[C:14]=3F)[N:10]=2)[CH2:5][CH2:4][CH2:3][CH2:2]1.C(N(CC)CC)C.[CH3:32][N:33]([CH3:39])[C@H:34]1[CH2:38][CH2:37][NH:36][CH2:35]1, predict the reaction product. The product is: [CH2:5]1[CH2:4][CH2:3][CH:2]=[CH:1]1.[CH3:32][N:33]([CH3:39])[C@H:34]1[CH2:38][CH2:37][N:36]([C:14]2[C:13]([C:16]3[CH:17]=[CH:18][CH:19]=[CH:20][CH:21]=3)=[C:12]([CH3:22])[C:11]([C:23]#[N:24])=[C:9]3[C:8]=2[O:7][CH:6]=[N:10]3)[CH2:35]1.